This data is from Forward reaction prediction with 1.9M reactions from USPTO patents (1976-2016). The task is: Predict the product of the given reaction. Given the reactants C(O[C:4](=[O:21])[CH:5]([N:7]1[CH2:11][CH2:10][C@@H:9]([NH:12][C:13]([C:15]2[S:16][C:17]([Cl:20])=[CH:18][CH:19]=2)=[O:14])[CH2:8]1)[CH3:6])C.[NH2:22][C:23]1[CH:28]=[CH:27][C:26]([N:29]2[CH:34]=[CH:33][CH:32]=[CH:31][C:30]2=[O:35])=[CH:25][C:24]=1[F:36], predict the reaction product. The product is: [F:36][C:24]1[CH:25]=[C:26]([N:29]2[CH:34]=[CH:33][CH:32]=[CH:31][C:30]2=[O:35])[CH:27]=[CH:28][C:23]=1[NH:22][C:4]([CH:5]([N:7]1[CH2:11][CH2:10][C@@H:9]([NH:12][C:13]([C:15]2[S:16][C:17]([Cl:20])=[CH:18][CH:19]=2)=[O:14])[CH2:8]1)[CH3:6])=[O:21].